From a dataset of Full USPTO retrosynthesis dataset with 1.9M reactions from patents (1976-2016). Predict the reactants needed to synthesize the given product. (1) Given the product [C:1]1([C:7]2[N:8]=[C:9]([CH:12]=[O:13])[S:10][CH:11]=2)[CH:2]=[CH:3][CH:4]=[CH:5][CH:6]=1, predict the reactants needed to synthesize it. The reactants are: [C:1]1([C:7]2[N:8]=[C:9]([CH2:12][OH:13])[S:10][CH:11]=2)[CH:6]=[CH:5][CH:4]=[CH:3][CH:2]=1. (2) Given the product [Br:1][C:2]1[CH:3]=[CH:4][C:5]2[N:9]=[C:10]([CH:46]3[CH2:47][C:45]3([F:51])[F:44])[N:8]([CH3:11])[C:6]=2[CH:7]=1, predict the reactants needed to synthesize it. The reactants are: [Br:1][C:2]1[CH:7]=[C:6]([NH2:8])[C:5]([NH:9][CH3:10])=[CH:4][CH:3]=1.[CH3:11]N(C(ON1N=NC2C=CC=NC1=2)=[N+](C)C)C.F[P-](F)(F)(F)(F)F.C(N(CC)C(C)C)(C)C.[F:44][C:45]1([F:51])[CH2:47][CH:46]1C(O)=O. (3) The reactants are: C(OC1C(OC(=O)C)=C(I)C=CC=1)(=O)C.[CH3:16][C:17]([CH3:30])([CH:20]([OH:29])[CH2:21][CH2:22][C:23]1[CH:28]=[CH:27][CH:26]=[CH:25][CH:24]=1)[CH2:18][OH:19].O.C(=O)(O)[O-].[Na+]. Given the product [OH:29][CH:20]([CH2:21][CH2:22][C:23]1[CH:24]=[CH:25][CH:26]=[CH:27][CH:28]=1)[C:17]([CH3:16])([CH3:30])[CH:18]=[O:19], predict the reactants needed to synthesize it. (4) Given the product [Cl:51][C:52]1[CH:53]=[C:54]([C:58]2[N:66]3[C:61]([CH:62]=[N:63][C:64]([NH:16][C:19]4[CH:20]=[C:21]([N:25]5[CH2:30][CH2:29][N:28]([CH2:43][C@H:44]([OH:49])[CH3:45])[CH2:27][CH2:26]5)[CH:22]=[CH:23][CH:24]=4)=[N:65]3)=[CH:60][CH:59]=2)[CH:55]=[CH:56][CH:57]=1, predict the reactants needed to synthesize it. The reactants are: [N+](C1C=CC(N2CCNCC2)=CC=1)([O-])=O.[N+:16]([C:19]1[CH:20]=[C:21]([N:25]2[CH2:30][CH2:29][NH:28][CH2:27][CH2:26]2)[CH:22]=[CH:23][CH:24]=1)([O-])=O.CS(C1N=CC2=CC=C([C:43]3C=CC=[CH:45][C:44]=3[O:49]C)N2N=1)=O.[Cl:51][C:52]1[CH:53]=[C:54]([C:58]2[N:66]3[C:61]([CH:62]=[N:63][C:64](S(C)=O)=[N:65]3)=[CH:60][CH:59]=2)[CH:55]=[CH:56][CH:57]=1. (5) Given the product [F:36][C:2]([F:1])([F:35])[CH2:3][O:4][C:5]1[CH:10]=[CH:9][C:8]([SH:11])=[C:7]([C:31]([F:32])([F:33])[F:34])[CH:6]=1, predict the reactants needed to synthesize it. The reactants are: [F:1][C:2]([F:36])([F:35])[CH2:3][O:4][C:5]1[CH:10]=[CH:9][C:8]([S:11]C(C2C=CC=CC=2)(C2C=CC=CC=2)C2C=CC=CC=2)=[C:7]([C:31]([F:34])([F:33])[F:32])[CH:6]=1.FC(F)(F)C(O)=O.C([SiH](CC)CC)C.[OH-].[Na+].Cl.C(=O)([O-])O.[Na+]. (6) The reactants are: Br[C:2]1[S:3][CH:4]=[CH:5][C:6]=1[C:7]1[N:19]([CH3:20])[C:10]2=[N:11][CH:12]=[C:13]([C:15]([F:18])([F:17])[F:16])[CH:14]=[C:9]2[N:8]=1.[Na].[CH2:22]([SH:24])[CH3:23].CN1CCCC1=O.[NH4+]. Given the product [CH2:22]([S:24][C:2]1[S:3][CH:4]=[CH:5][C:6]=1[C:7]1[N:19]([CH3:20])[C:10]2=[N:11][CH:12]=[C:13]([C:15]([F:18])([F:17])[F:16])[CH:14]=[C:9]2[N:8]=1)[CH3:23], predict the reactants needed to synthesize it.